This data is from Full USPTO retrosynthesis dataset with 1.9M reactions from patents (1976-2016). The task is: Predict the reactants needed to synthesize the given product. (1) Given the product [CH2:19]([O:21][C:22](=[O:30])[CH2:23][C:24]1[N:25]=[C:26]([NH:29][S:15]([C:12]2[S:13][CH:14]=[C:10]([C:2]3[S:1][C:5]4[CH:6]=[CH:7][CH:8]=[CH:9][C:4]=4[N:3]=3)[CH:11]=2)(=[O:17])=[O:16])[S:27][CH:28]=1)[CH3:20], predict the reactants needed to synthesize it. The reactants are: [S:1]1[C:5]2[CH:6]=[CH:7][CH:8]=[CH:9][C:4]=2[N:3]=[C:2]1[C:10]1[CH:11]=[C:12]([S:15](Cl)(=[O:17])=[O:16])[S:13][CH:14]=1.[CH2:19]([O:21][C:22](=[O:30])[CH2:23][C:24]1[N:25]=[C:26]([NH2:29])[S:27][CH:28]=1)[CH3:20]. (2) Given the product [Br:24][C:25]1[CH:30]=[CH:29][C:28]([Br:31])=[CH:27][C:26]=1[S:32]([NH:1][C@H:2]1[CH2:6][N:5]([C:7]([O:9][C:10]([CH3:13])([CH3:12])[CH3:11])=[O:8])[C@@H:4]([CH3:14])[CH2:3]1)(=[O:34])=[O:33], predict the reactants needed to synthesize it. The reactants are: [NH2:1][C@H:2]1[CH2:6][N:5]([C:7]([O:9][C:10]([CH3:13])([CH3:12])[CH3:11])=[O:8])[C@@H:4]([CH3:14])[CH2:3]1.CCN(C(C)C)C(C)C.[Br:24][C:25]1[CH:30]=[CH:29][C:28]([Br:31])=[CH:27][C:26]=1[S:32](Cl)(=[O:34])=[O:33].